This data is from Peptide-MHC class II binding affinity with 134,281 pairs from IEDB. The task is: Regression. Given a peptide amino acid sequence and an MHC pseudo amino acid sequence, predict their binding affinity value. This is MHC class II binding data. (1) The peptide sequence is TYGDKWLDAKSTWYG. The MHC is HLA-DQA10501-DQB10201 with pseudo-sequence HLA-DQA10501-DQB10201. The binding affinity (normalized) is 0.115. (2) The binding affinity (normalized) is 0.487. The peptide sequence is GDGFIDFNEFISFCN. The MHC is DRB3_0101 with pseudo-sequence DRB3_0101. (3) The peptide sequence is PEGLLWLLLTGKVPT. The MHC is DRB1_1501 with pseudo-sequence DRB1_1501. The binding affinity (normalized) is 0.364.